This data is from Human Reference Interactome with 51,813 positive PPI pairs across 8,248 proteins, plus equal number of experimentally-validated negative pairs. The task is: Binary Classification. Given two protein amino acid sequences, predict whether they physically interact or not. (1) Protein 2 (ENSG00000262655) has sequence MRLSPAPLKLSRTPALLALALPLAAALAFSDETLDKVPKSEGYCSRILRAQGTRREGYTEFSLRVEGDPDFYKPGTSYRVTLSAAPPSYFRGFTLIALRENREGDKEEDHAGTFQIIDEEETQFMSNCPVAVTESTPRRRTRIQVFWIAPPAGTGCVILKASIVQKRIIYFQDEGSLTKKLCEQDSTFDGVTDKPILDCCACGTAKYRLTFYGNWSEKTHPKDYPRRANHWSAIIGGSHSKNYVLWEYGGYASEGVKQVAELGSPVKMEEEIRQQSDEVLTVIKAKAQWPAWQPLNVRAA.... Protein 1 (ENSG00000128383) has sequence MEASPASGPRHLMDPHIFTSNFNNGIGRHKTYLCYEVERLDNGTSVKMDQHRGFLHNQAKNLLCGFYGRHAELRFLDLVPSLQLDPAQIYRVTWFISWSPCFSWGCAGEVRAFLQENTHVRLRIFAARIYDYDPLYKEALQMLRDAGAQVSIMTYDEFKHCWDTFVDHQGCPFQPWDGLDEHSQALSGRLRAILQNQGN*. Result: 0 (the proteins do not interact). (2) Protein 1 (ENSG00000140688) has sequence MADDAGLETPLCSEQFGSGEARGCRAAADGSLQWEVGGWRWWGLSRAFTVKPEGRDAGEVGASGAPSPPLSGLQAVFLPQGFPDSVSPDYLPYQLWDSVQAFASSLSGSLATQAVLLGIGVGNAKATVSAATATWLVKDSTGMLGRIVFAWWKGSKLDCNAKQWRLFADILNDVAMFLEIMAPVYPICFTMTVSTSNLAKCIVSVAGGATRAALTVHQARRNNMADVSAKDSSQETLVNLAGLLVSLLMLPLVSGCPGFSLGCFFFLTALHIYANYRAVRALVMETLNEGRLRLVLKHYL.... Protein 2 (ENSG00000158869) has sequence MIPAVVLLLLLLVEQAAALGEPQLCYILDAILFLYGIVLTLLYCRLKIQVRKAAITSYEKSDGVYTGLSTRNQETYETLKHEKPPQ*MIPAVVLLLLLLVEQAAALGEPQLCYILDAILFLYGIVLTLLYCRLKIQVRKAAITSYEKSDGVYTMESPSITRLECSGMIWAHCNLCLLGSRDSRASPSRVAKTTGTTMPS*. Result: 1 (the proteins interact). (3) Protein 2 (ENSG00000150756) has sequence MMLQLEKKLERELEDDARVIACRFPFPHWTPDHVTGEGIDTVWAYDASTFRGREKRPCTSMHFQLPIQA*MEGGGGIPLETLKEESQSRHVLPASFEVNSLQKSNWGFLLTGLVGGTLVAVYAVATPFVTPALRKVCLPFVPATTKQIENVVKMLRCRRGSLVDIGSGDGRIVIAAAKKGFTAVGYELNPWLVWYSRYRAWREGVHGSAKFYISDLWKMLQLEKKLERELEDDARVIACRFPFPHWTPDHVTGEGIDTVWAYDASTFRGREKRPCTSMHFQLPIQA*MEGGGGIPLETLK.... Protein 1 (ENSG00000152214) has sequence MEVENEASCSPGSASGGSREYKVVMLGAGGVGKSAMTMQFISHQFPDYHDPTIEDAYKTQVRIDNEPAYLDILDTAGQAEFTAMREQYMRGGEGFIICYSVTDRQSFQEAAKFKELIFQVRHTYEIPLVLVGNKIDLEQFRQVSTEEGLSLAQEYNCGFFETSAALRFCIDDAFHGLVREIRKKESMPSLMEKKLKRKDSLWKKLKGSLKKKRENMT*MEVENEASCSPGSASGGSREYKVVMLGAGGVGKSAMTMQFISHQFPDYHDPTIEDAYKTQVRIDNEPAYLDILDTAGQLCDW.... Result: 0 (the proteins do not interact). (4) Protein 1 (ENSG00000183527) has sequence MAATFFGEVVKAPCRAGTEDEEEEEEGRRETPEDREVRLQLARKREVRLLRRQTKTSLEVSLLEKYPCSKFIIAIGNNAVAFLSSFVMNSGVWEEVGCAKLWNEWCRTTDTTHLSSTEAFCVFYHLKSNPSVFLCQCSCYVAEDQQYQWLEKVFGSCPRKNMQITILTCRHVTDYKTSESTGSLPSPFLRALKTQNFKDSACCPLLEQPNIVHDLPAAVLSYCQVWKIPAILYLCYTDVMKLDLITVEAFKPILSTRSLKGLVKNIPQSTEILKKLMTTNEIQSNIYT*MAATFFGEVVK.... Protein 2 (ENSG00000134780) has sequence MPGIVVFRRRWSVGSDDLVLPAIFLFLLHTTWFVILSVVLFGLVYNPHEACSLNLVDHGRGYLGILLSCMIAEMAIIWLSMRGGILYTEPRDSMQYVLYVRLAILVIEFIYAIVGIVWLTQYYTSCNDLTAKNVTLGMVVCNWVVILSVCITVLCVFDPTGRTFVKLRATKRRQRNLRTYNLRHRLEEGQATSWSRRLKVFLCCTRTKDSQSDAYSEIAYLFAEFFRDLDIVPSDIIAGLVLLRQRQRAKRNAVLDEANNDILAFLSGMPVTRNTKYLDLKNSQEMLRYKEVCYYMLFAL.... Result: 0 (the proteins do not interact). (5) Protein 1 (ENSG00000151353) has sequence MPSAFSVSSFPVSIPAVLTQTDWTEPWLMGLATFHALCVLLTCLSSRSYRLQIGHFLCLVILVYCAEYINEAAAMNWRLFSKYQYFDSRGMFISIVFSAPLLVNAMIIVVMWVWKTLNVMTDLKNAQERRKEKKRRRKED*MLSGYLQTDWTEPWLMGLATFHALCVLLTCLSSRSYRLQIGHFLCLVILVYCAEYINEAAAMNWRLFSKYQYFDSRGMFISIVFSAPLLVNAMIIVVMWVWKTLNVMTDLKNAQERRKEKKRRRKED*MGTRWGLGRKPCSPHLRASGLLQTDWTEPWL.... Protein 2 (ENSG00000143190) has sequence MADGGAASQDESSAAAAAAADWKSKKSFPAFLITKLLSVFNESVQRKNAVFLYLTQE*MLDCSDYVLDSRMNNPSETSKPSMESGDGNTGTQTNGLDFQKQPVPVGGAISTAQAQAFLGHLHQVQLAGTSLQAAAQSLNVQSKSNEESGDSQQPSQPSQQPSVQAAIPQTQLMLAGGQITGLTLTPAQQQLLLQQAQAQAQLLAAAVQQHSASQQHSAAGATISASAATPMTQIPLSQPIQIAQDLQQLQQLQQQNLNLQQFVLVHPTTNLQPAQFIISQTPQGQQGLLQAQNLLTQLPQ.... Result: 0 (the proteins do not interact). (6) Protein 1 (ENSG00000054116) has sequence MSRQANRGTESKKMSSELFTLTYGALVTQLCKDYENDEDVNKQLDKMGFNIGVRLIEDFLARSNVGRCHDFRETADVIAKVAFKMYLGITPSITNWSPAGDEFSLILENNPLVDFVELPDNHSSLIYSNLLCGVLRGALEMVQMAVEAKFVQDTLKGDGVTEIRMRFIRRIEDNLPAGEE*MSRQANRGTESKKMSSELFTLTYGALVTQLCKDYENDEDVNKQLDKMGFNIGVRLIEDFLARSNVGRCHDFRETADVIAKERKMFLGKQNKTKRQAKLYDAVKERGAASCTDASPLLS*.... Protein 2 (ENSG00000170043) has sequence MTVHNLYLFDRNGVCLHYSEWHRKKQAGIPKEEEYKLMYGMLFSIRSFVSKMSPLDMKDGFLAFQTSRYKLHYYETPTGIKVVMNTDLGVGPIRDVLHHIYSALYVELVVKNPLCPLGQTVQSELFRSRLDSYVRSLPFFSARAG*MTVHNLYLFDRNGVCLHYSEWHRKKQAGIPKEEEGWLPGLPN*MTVHNLYLFDRNGVCLHYSEWHRKKQAGIPKEEEYKLMYGMLFSIRSFVSKMSPLDMKDGFLAFQTSRYKLHYYETPTGIKVVMNTDLGVGPIRDMTVHNLYLFDRNGVCL.... Result: 1 (the proteins interact). (7) Protein 1 (ENSG00000108848) has sequence MISAAQLLDELMGRDRNLAPDEKRSNVRWDHESVCKYYLCGFCPAELFTNTRSDLGPCEKIHDENLRKQYEKSSRFMKVGYERDFLRYLQSLLAEVERRIRRGHARLALSQNQQSSGAAGPTGKNEEKIQVLTDKIDVLLQQIEELGSEGKVEEAQGMMKLVEQLKEERELLRSTTSTIESFAAQEKQMEVCEVCGAFLIVGDAQSRVDDHLMGKQHMGYAKIKATVEELKEKLRKRTEEPDRDERLKKEKQEREEREKEREREREERERKRRREEEEREKERARDRERRKRSRSRSRHS.... Protein 2 (ENSG00000146285) has sequence MTPLALSPPRSTPEPDLSSIPQDAATVPSLAAPQALTVCLYINKQANAGPYLERKKVQQLPEHFGPERPSAVLQQAVQACIDCAHQQKLVFSLVKQGYGGEMVSVSASFDGKQHLRSLPVVNSIGYVLRFLAKLCRSLLCDDLFSHQPFPRGCSASEKVQEKEEGRMESVKTVTTEEYLVNPVGMNRYSVDTSASTFNHRGSLHPSSSLYCKRQNSGDSHLGGGPAATAGGPRTSPMSSGGPSAPGLRPPASSPKRNTTSLEGNRCASSPSQDAQDARRPRSRNPSAWTVEDVVWFVKDA.... Result: 0 (the proteins do not interact). (8) Protein 1 (ENSG00000133466) has sequence MQWLRVRESPGEATGHRVTMGTAALGPVWAALLLFLLMCEIPMVELTFDRAVASGCQRCCDSEDPLDPAHVSSASSSGRPHALPEIRPYINITILKGDKGDPGPMGLPGYMGREGPQGEPGPQGSKGDKGEMGSPGAPCQKRFFAFSVGRKTALHSGEDFQTLLFERVFVNLDGCFDMATGQFAAPLRGIYFFSLNVHSWNYKETYVHIMHNQKEAVILYAQPSERSIMQSQSVMLDLAYGDRVWVRLFKRQRENAIYSNDFDTYITFSGHLIKAEDD*MQWLRVRESPGEATGHRVTMG.... Protein 2 (ENSG00000135318) has sequence MCPRAARAPATLLLALGAVLWPAAGAWELTILHTNDVHSRLEQTSEDSSKCVNASRCMGGVARLFTKVQQIRRAEPNVLLLDAGDQYQGTIWFTVYKGAEVAHFMNALRYDAMALGNHEFDNGVEGLIEPLLKEAKFPILSANIKAKGPLASQISGLYLPYKVLPVGDEVVGIVGYTSKETPFLSNPGTNLVFEDEITALQPEVDKLKTLNVNKIIALGHSGFEMDKLIAQKVRGVDVVVGGHSNTFLYTGNPPSKEVPAGKYPFIVTSDDGRKVPVVQAYAFGKYLGYLKIEFDERGNV.... Result: 0 (the proteins do not interact). (9) Protein 1 (ENSG00000187838) has sequence MAGYLPPKGYAPSPPPPYPVTPGYPEPALHPGPGQAPVPAQVPAPAPGFALFPSPGPVALGSAAPFLPLPGVPSGLEFLVQIDQILIHQKAERVETFLGWETCNRYELRSGAGQPLGQAAEESNCCARLCCGARRPLRVRLADPGDREVLRLLRPLHCGCSCCPCGLQEMEVQAPPGTTIGHVLQTWHPFLPKFSIQDADRQTVLRVVGPCWTCGCGTDTNFEVKTRDESRSVGRISKQWGGLVREALTDADDFGLQFPLDLDVRVKAVLLGATFLIDYMFFEKRGGAGPSAVTS*MEVQ.... Protein 2 (ENSG00000204361) has sequence MVEKILIHRILTLFPNAIARKLLLMLTFILIFWIIYLASKDHTKFSFNLENHIILNQGNIFKKYSHSETPLCPAVSPKETELRIKDIMEKLDQQIPPRPFTHVNTTTSATHSTATILNPQDTYCRGDQLDILLEVRDHLGHRKQYGGDFLRARMYSTALMAGASGKVTDFNNGTYLVSFTLFWEGQVSLSLLLIHPSEGVSALWRARNQGCDRIIFTGLFANRSSNVFTECGLTLNTNAELCQYMDDRDQEAFYCVRPQHMPCEALTHMTTRTRNISYLSKEEWRLFHRSNIGVEMMKNF.... Result: 1 (the proteins interact).